From a dataset of Forward reaction prediction with 1.9M reactions from USPTO patents (1976-2016). Predict the product of the given reaction. Given the reactants [C:1]1(Cl)[N:6]=[C:5](Cl)[N:4]=[C:3](Cl)[N:2]=1.[CH3:10][C:11]1([CH3:30])[CH2:16][CH:15]([NH:17][CH:18]2[CH2:23][C:22]([CH3:25])([CH3:24])[NH:21][C:20]([CH3:27])([CH3:26])[CH2:19]2)[CH2:14][C:13]([CH3:29])([CH3:28])[NH:12]1.[NH2:31][CH:32]1[CH2:37][C:36]([CH3:39])([CH3:38])[NH:35][C:34]([CH3:41])([CH3:40])[CH2:33]1.[OH-].[Na+], predict the reaction product. The product is: [CH3:28][C:13]1([CH3:29])[CH2:14][CH:15]([N:17]([CH:18]2[CH2:23][C:22]([CH3:25])([CH3:24])[NH:21][C:20]([CH3:27])([CH3:26])[CH2:19]2)[C:1]2[N:6]=[C:5]([NH:31][CH:32]3[CH2:33][C:34]([CH3:41])([CH3:40])[NH:35][C:36]([CH3:39])([CH3:38])[CH2:37]3)[N:4]=[C:3]([NH:17][CH:15]3[CH2:16][C:11]([CH3:30])([CH3:10])[NH:12][C:13]([CH3:29])([CH3:28])[CH2:14]3)[N:2]=2)[CH2:16][C:11]([CH3:30])([CH3:10])[NH:12]1.